Dataset: Catalyst prediction with 721,799 reactions and 888 catalyst types from USPTO. Task: Predict which catalyst facilitates the given reaction. (1) Reactant: [NH2:1][CH2:2][C@@H:3]1[CH2:8][O:7][C@@H:6]([C@H:9]2[O:13][N:12]=[C:11]([C:14]3[N:19]=[C:18]([CH3:20])[N:17]=[C:16]([C:21]([NH:23][CH2:24][C:25]4[CH:30]=[CH:29][C:28]([F:31])=[C:27]([O:32][CH3:33])[CH:26]=4)=[O:22])[CH:15]=3)[CH2:10]2)[CH2:5][O:4]1.[C:34](Cl)(=[O:36])[CH3:35]. Product: [C:34]([NH:1][CH2:2][C@@H:3]1[CH2:8][O:7][C@@H:6]([C@H:9]2[O:13][N:12]=[C:11]([C:14]3[N:19]=[C:18]([CH3:20])[N:17]=[C:16]([C:21]([NH:23][CH2:24][C:25]4[CH:30]=[CH:29][C:28]([F:31])=[C:27]([O:32][CH3:33])[CH:26]=4)=[O:22])[CH:15]=3)[CH2:10]2)[CH2:5][O:4]1)(=[O:36])[CH3:35]. The catalyst class is: 2. (2) Reactant: O[CH2:2][C@@H:3]([CH2:15][CH2:16][CH2:17][CH2:18][CH:19]=[CH2:20])[C:4]([NH:6][O:7][CH2:8][C:9]1[CH:14]=[CH:13][CH:12]=[CH:11][CH:10]=1)=[O:5].C1(P(C2C=CC=CC=2)C2C=CC=CC=2)C=CC=CC=1.N(C(OC(C)C)=O)=NC(OC(C)C)=O. Product: [CH2:15]([C@@H:3]1[CH2:2][N:6]([O:7][CH2:8][C:9]2[CH:14]=[CH:13][CH:12]=[CH:11][CH:10]=2)[C:4]1=[O:5])[CH2:16][CH2:17][CH2:18][CH:19]=[CH2:20]. The catalyst class is: 1.